From a dataset of Full USPTO retrosynthesis dataset with 1.9M reactions from patents (1976-2016). Predict the reactants needed to synthesize the given product. (1) Given the product [CH:1]1([CH2:6][C@@H:7]([C:8]([N:10]2[CH:14]([C:15]([N:28]([CH3:29])[CH3:27])=[O:16])[CH2:13][CH:12]=[N:11]2)=[O:9])[CH2:18][C:19]([O:21][C:22]([CH3:25])([CH3:24])[CH3:23])=[O:20])[CH2:5][CH2:4][CH2:3][CH2:2]1, predict the reactants needed to synthesize it. The reactants are: [CH:1]1([CH2:6][C@H:7]([CH2:18][C:19]([O:21][C:22]([CH3:25])([CH3:24])[CH3:23])=[O:20])[C:8]([N:10]2[CH:14]([C:15](O)=[O:16])[CH2:13][CH:12]=[N:11]2)=[O:9])[CH2:5][CH2:4][CH2:3][CH2:2]1.C[CH2:27][N:28](C(C)C)[CH:29](C)C.C(Cl)CCl.CNC. (2) Given the product [CH3:14][N:12]1[CH:13]=[C:9]([B:4]2[O:3][C:2]([CH3:1])([CH3:31])[C:6]([CH3:8])([CH3:7])[O:5]2)[CH:10]=[C:11]1[C:21]([O:23][CH2:24][C:25]1[CH:26]=[CH:27][CH:28]=[CH:29][CH:30]=1)=[O:22], predict the reactants needed to synthesize it. The reactants are: [CH3:1][C:2]1([CH3:31])[C:6]([CH3:8])([CH3:7])[O:5][B:4]([C:9]2[CH:10]=[C:11]([C:21]([O:23][CH2:24][C:25]3[CH:30]=[CH:29][CH:28]=[CH:27][CH:26]=3)=[O:22])[N:12]([C:14](OC(C)(C)C)=O)[CH:13]=2)[O:3]1.Cl.[H-].[Na+].CI. (3) Given the product [CH2:18]([O:17][C:14]1[CH:15]=[CH:16][C:11]([CH2:10][C:9]([OH:50])=[O:8])=[CH:12][C:13]=1[O:25][C:26]1[CH:31]=[CH:30][C:29]([C:32]([F:33])([F:34])[F:35])=[CH:28][C:27]=1[CH2:36][N:37]1[C@@H:41]([CH3:42])[C@@H:40]([C:43]2[CH:44]=[CH:45][CH:46]=[CH:47][CH:48]=2)[O:39][C:38]1=[O:49])[C:19]1[CH:20]=[CH:21][CH:22]=[CH:23][CH:24]=1, predict the reactants needed to synthesize it. The reactants are: C([O:8][C:9](=[O:50])[CH2:10][C:11]1[CH:16]=[CH:15][C:14]([O:17][CH2:18][C:19]2[CH:24]=[CH:23][CH:22]=[CH:21][CH:20]=2)=[C:13]([O:25][C:26]2[CH:31]=[CH:30][C:29]([C:32]([F:35])([F:34])[F:33])=[CH:28][C:27]=2[CH2:36][N:37]2[C@@H:41]([CH3:42])[C@@H:40]([C:43]3[CH:48]=[CH:47][CH:46]=[CH:45][CH:44]=3)[O:39][C:38]2=[O:49])[CH:12]=1)C1C=CC=CC=1.[OH-].[Li+].Cl.